From a dataset of Catalyst prediction with 721,799 reactions and 888 catalyst types from USPTO. Predict which catalyst facilitates the given reaction. (1) Reactant: COC1C=CC(P2(SP(C3C=CC(OC)=CC=3)(=S)S2)=[S:10])=CC=1.[Cl:23][C:24]1[C:39]([C:40]([F:43])([F:42])[F:41])=[CH:38][CH:37]=[CH:36][C:25]=1[CH2:26][N:27]1[C@@H:32]([CH3:33])[CH2:31][NH:30][C:29](=O)[C:28]1=[O:35]. Product: [Cl:23][C:24]1[C:39]([C:40]([F:43])([F:42])[F:41])=[CH:38][CH:37]=[CH:36][C:25]=1[CH2:26][N:27]1[C@@H:32]([CH3:33])[CH2:31][NH:30][C:29](=[S:10])[C:28]1=[O:35]. The catalyst class is: 1. (2) The catalyst class is: 8. Product: [O:14]=[C:15]([OH:27])[C@@H:16]([C@H:18]([C@H:20]([C@@H:22]([C:24]([OH:26])=[O:25])[OH:23])[OH:21])[OH:19])[OH:17].[CH3:1][NH:2][CH:3]([CH2:5]/[CH:6]=[CH:7]/[C:8]1[CH:9]=[N:10][CH:11]=[N:12][CH:13]=1)[CH3:4].[CH3:1][NH:2][CH:3]([CH2:5]/[CH:6]=[CH:7]/[C:8]1[CH:9]=[N:10][CH:11]=[N:12][CH:13]=1)[CH3:4]. Reactant: [CH3:1][NH:2][CH:3]([CH2:5]/[CH:6]=[CH:7]/[C:8]1[CH:9]=[N:10][CH:11]=[N:12][CH:13]=1)[CH3:4].[O:14]=[C:15]([OH:27])[C@@H:16]([C@H:18]([C@H:20]([C@@H:22]([C:24]([OH:26])=[O:25])[OH:23])[OH:21])[OH:19])[OH:17].O. (3) Product: [C:1]([O:5][C:6](=[O:31])[N:7]([C:9]1[CH:10]=[C:11]2[C:16](=[CH:17][C:18]=1[F:19])[C:15](=[O:20])[N:14]([C:21]1[CH:26]=[CH:25][C:24]([N+:27]([O-:29])=[O:28])=[C:23]([S:33]([CH3:32])(=[O:35])=[O:34])[CH:22]=1)[CH:13]=[CH:12]2)[CH3:8])([CH3:4])([CH3:3])[CH3:2]. Reactant: [C:1]([O:5][C:6](=[O:31])[N:7]([C:9]1[CH:10]=[C:11]2[C:16](=[CH:17][C:18]=1[F:19])[C:15](=[O:20])[N:14]([C:21]1[CH:26]=[CH:25][C:24]([N+:27]([O-:29])=[O:28])=[C:23](Br)[CH:22]=1)[CH:13]=[CH:12]2)[CH3:8])([CH3:4])([CH3:3])[CH3:2].[CH3:32][S:33]([O-:35])=[O:34].[Na+]. The catalyst class is: 16. (4) Reactant: CS(O[C:6]([C:15]1[CH:20]=[C:19]([CH3:21])[C:18]([NH:22][C:23]([C:25]2[CH:30]=[CH:29][CH:28]=[C:27]([N+:31]([O-:33])=[O:32])[CH:26]=2)=[O:24])=[C:17]([CH2:34][CH3:35])[CH:16]=1)([C:11]([F:14])([F:13])[F:12])[C:7]([F:10])([F:9])[F:8])(=O)=O.[F:36][C:37]([F:44])([F:43])[C:38]1[CH:39]=[N:40][NH:41][CH:42]=1.C(=O)([O-])[O-].[K+].[K+].[Cl-].[NH4+]. Product: [CH2:34]([C:17]1[CH:16]=[C:15]([C:6]([N:40]2[CH:39]=[C:38]([C:37]([F:44])([F:43])[F:36])[CH:42]=[N:41]2)([C:11]([F:14])([F:13])[F:12])[C:7]([F:10])([F:9])[F:8])[CH:20]=[C:19]([CH3:21])[C:18]=1[NH:22][C:23](=[O:24])[C:25]1[CH:30]=[CH:29][CH:28]=[C:27]([N+:31]([O-:33])=[O:32])[CH:26]=1)[CH3:35]. The catalyst class is: 10. (5) Reactant: [Br:1][C:2]1[CH:7]=[CH:6][C:5]([CH2:8][NH:9][CH2:10][C:11]2[CH:15]=[C:14]([C:16]([CH3:19])([CH3:18])[CH3:17])[S:13][C:12]=2[C:20](O)=[O:21])=[C:4]([F:23])[CH:3]=1.C1CN([P+](ON2N=NC3C=CC=CC2=3)(N2CCCC2)N2CCCC2)CC1.F[P-](F)(F)(F)(F)F.CCN(C(C)C)C(C)C. Product: [Br:1][C:2]1[CH:7]=[CH:6][C:5]([CH2:8][N:9]2[CH2:10][C:11]3[CH:15]=[C:14]([C:16]([CH3:19])([CH3:18])[CH3:17])[S:13][C:12]=3[C:20]2=[O:21])=[C:4]([F:23])[CH:3]=1. The catalyst class is: 9.